Task: Predict the reaction yield, written as a fraction of the theoretical maximum amount of product (1.0 means a 100% yield; for example, 0.34 means a 34% yield).. Dataset: Reaction yield outcomes from USPTO patents with 853,638 reactions (1) The reactants are [C:1]([N:5]1[CH:9]([CH2:10][NH:11]C(=O)C(F)(F)F)[C:8]2[CH:18]=[C:19]([C:22]3[C:30]4[C:25](=[CH:26][C:27]([F:31])=[CH:28][CH:29]=4)[N:24](C(OC(C)(C)C)=O)[CH:23]=3)[CH:20]=[CH:21][C:7]=2[S:6]1(=[O:40])=[O:39])([CH3:4])([CH3:3])[CH3:2].[OH-].[Na+]. The catalyst is CO.O.CCOC(C)=O.CO. The product is [NH2:11][CH2:10][CH:9]1[C:8]2[CH:18]=[C:19]([C:22]3[C:30]4[C:25](=[CH:26][C:27]([F:31])=[CH:28][CH:29]=4)[NH:24][CH:23]=3)[CH:20]=[CH:21][C:7]=2[S:6](=[O:40])(=[O:39])[N:5]1[C:1]([CH3:4])([CH3:3])[CH3:2]. The yield is 0.790. (2) The reactants are FC(F)(F)C(O)=O.[NH2:8][C:9]12[CH2:16][CH2:15][C:12]([C:17]([O:19][CH2:20][CH3:21])=[O:18])([CH2:13][CH2:14]1)[CH2:11][CH2:10]2.C(=O)([O-])[O-].[K+].[K+].[I-].[K+].[F:30][C@@H:31]1[CH2:35][N:34]([C:36](=[O:48])[CH2:37]OS(C2C=CC=CC=2)(=O)=O)[C@H:33]([C:49]#[N:50])[CH2:32]1. The catalyst is CN(C)C=O.O. The product is [CH2:20]([O:19][C:17]([C:12]12[CH2:11][CH2:10][C:9]([NH:8][CH2:37][C:36]([N:34]3[CH2:35][CH:31]([F:30])[CH2:32][CH:33]3[C:49]#[N:50])=[O:48])([CH2:16][CH2:15]1)[CH2:14][CH2:13]2)=[O:18])[CH3:21]. The yield is 0.770.